This data is from Full USPTO retrosynthesis dataset with 1.9M reactions from patents (1976-2016). The task is: Predict the reactants needed to synthesize the given product. Given the product [CH2:1]([O:3][C:4]([CH:6]1[CH:8]2[CH2:9][C:10]3[CH:11]=[C:12]([OH:18])[N:13]=[CH:14][C:15]=3[CH:7]12)=[O:5])[CH3:2], predict the reactants needed to synthesize it. The reactants are: [CH2:1]([O:3][C:4]([CH:6]1[CH:8]2[CH2:9][C:10]3[CH:11]=[C:12](N)[N:13]=[CH:14][C:15]=3[CH:7]12)=[O:5])[CH3:2].N([O-])=[O:18].[Na+].[OH-].[Na+].C([O-])(O)=O.[Na+].